This data is from Forward reaction prediction with 1.9M reactions from USPTO patents (1976-2016). The task is: Predict the product of the given reaction. (1) The product is: [CH2:14]([N:21]1[C:29]2[C:24](=[CH:25][CH:26]=[C:27]([Cl:30])[CH:28]=2)[C:23]([CH:31]2[CH2:36][CH2:35][N:34]([CH2:12][C:10]3[C:11]4[C:6](=[CH:5][CH:4]=[CH:3][C:2]=4[CH3:1])[CH:7]=[CH:8][CH:9]=3)[CH2:33][CH2:32]2)=[CH:22]1)[C:15]1[CH:16]=[CH:17][CH:18]=[CH:19][CH:20]=1. Given the reactants [CH3:1][C:2]1[CH:3]=[CH:4][CH:5]=[C:6]2[C:11]=1[C:10]([CH:12]=O)=[CH:9][CH:8]=[CH:7]2.[CH2:14]([N:21]1[C:29]2[C:24](=[CH:25][CH:26]=[C:27]([Cl:30])[CH:28]=2)[C:23]([CH:31]2[CH2:36][CH2:35][NH:34][CH2:33][CH2:32]2)=[CH:22]1)[C:15]1[CH:20]=[CH:19][CH:18]=[CH:17][CH:16]=1, predict the reaction product. (2) Given the reactants CC1(C)C(C)(C)OB([C:9]2[CH:14]=[CH:13][C:12]([CH2:15][CH2:16][CH2:17][OH:18])=[CH:11][CH:10]=2)O1.Br[C:21]1[CH:22]=[C:23]([OH:28])[CH:24]=[C:25](Br)[CH:26]=1.[F-].[K+].F[B-](F)(F)F.[C:45]([PH+]([C:45]([CH3:48])([CH3:47])[CH3:46])[C:45]([CH3:48])([CH3:47])[CH3:46])([CH3:48])([CH3:47])[CH3:46], predict the reaction product. The product is: [OH:18][CH2:17][CH2:16][CH2:48][C:45]1[CH:46]=[CH:14][C:9]([C:21]2[CH:22]=[C:23]([OH:28])[CH:24]=[C:25]([C:9]3[CH:10]=[CH:11][C:12]([CH2:15][CH2:16][CH2:17][OH:18])=[CH:13][CH:14]=3)[CH:26]=2)=[CH:10][CH:47]=1. (3) Given the reactants [ClH:1].[Cl:2][CH2:3][C:4]1[C:5]([NH:16][CH:17]([CH3:19])[CH3:18])=[N:6][C:7]2[C:12]([CH:13]=1)=[CH:11][C:10]([O:14][CH3:15])=[CH:9][CH:8]=2.[CH2:20]([C:22]1[C:31]2[C:26](=[CH:27][C:28]([O:34][CH3:35])=[C:29]([O:32][CH3:33])[CH:30]=2)[CH:25]=[C:24]([OH:36])[N:23]=1)[CH3:21].[Li+].[OH-], predict the reaction product. The product is: [ClH:2].[ClH:1].[CH2:20]([C:22]1[C:31]2[C:26](=[CH:27][C:28]([O:34][CH3:35])=[C:29]([O:32][CH3:33])[CH:30]=2)[C:25]([CH2:3][C:4]2[C:5]([NH:16][CH:17]([CH3:19])[CH3:18])=[N:6][C:7]3[C:12]([CH:13]=2)=[CH:11][C:10]([O:14][CH3:15])=[CH:9][CH:8]=3)=[C:24]([OH:36])[N:23]=1)[CH3:21].